From a dataset of Reaction yield outcomes from USPTO patents with 853,638 reactions. Predict the reaction yield, written as a fraction of the theoretical maximum amount of product (1.0 means a 100% yield; for example, 0.34 means a 34% yield). (1) The reactants are [CH3:1][O:2][C:3]1[CH:8]=[CH:7][CH:6]=[CH:5][C:4]=1/[CH:9]=[CH:10]/[C:11]1[CH:12]=[C:13]([CH:17]=[C:18]([O:20][C@@H:21]([CH3:25])[CH2:22][O:23][CH3:24])[CH:19]=1)[C:14]([OH:16])=O.[CH3:26][N:27]1[CH:31]=[CH:30][C:29]([NH2:32])=[N:28]1.NC1SC(F)=CN=1. No catalyst specified. The product is [CH3:1][O:2][C:3]1[CH:8]=[CH:7][CH:6]=[CH:5][C:4]=1/[CH:9]=[CH:10]/[C:11]1[CH:12]=[C:13]([CH:17]=[C:18]([O:20][C@@H:21]([CH3:25])[CH2:22][O:23][CH3:24])[CH:19]=1)[C:14]([NH:32][C:29]1[CH:30]=[CH:31][N:27]([CH3:26])[N:28]=1)=[O:16]. The yield is 0.406. (2) The reactants are [C:1]([C:4]1[C:9]([NH:10][C:11]([C:13]2[N:14]=[C:15]([NH:18][CH:19]([CH3:21])[CH3:20])[S:16][CH:17]=2)=O)=[C:8]([Cl:22])[C:7]([O:23][CH2:24][CH:25]([O:28][CH3:29])[O:26][CH3:27])=[CH:6][CH:5]=1)(=[O:3])[CH3:2].[H-].[Na+].CC(O)=O. The catalyst is C1(C)C=CC=CC=1.O. The product is [Cl:22][C:8]1[C:7]([O:23][CH2:24][CH:25]([O:28][CH3:29])[O:26][CH3:27])=[CH:6][CH:5]=[C:4]2[C:9]=1[N:10]=[C:11]([C:13]1[N:14]=[C:15]([NH:18][CH:19]([CH3:21])[CH3:20])[S:16][CH:17]=1)[CH:2]=[C:1]2[OH:3]. The yield is 0.860. (3) The reactants are [NH:1]1[C:9]2[C:4](=[CH:5][CH:6]=[CH:7][CH:8]=2)[CH2:3][C:2]1=[O:10].C1C(=O)N([I:18])C(=O)C1.O.CCOC(C)=O. The catalyst is CC(O)=O. The product is [I:18][C:6]1[CH:5]=[C:4]2[C:9](=[CH:8][CH:7]=1)[NH:1][C:2](=[O:10])[CH2:3]2. The yield is 0.620. (4) The reactants are [CH2:1]([O:8][C:9]([NH:11][C:12]1[CH:17]=[CH:16][C:15]([C@H:18]2[CH2:23][CH2:22][C@H:21]([CH2:24][C:25]([O:27]C)=[O:26])[CH2:20][CH2:19]2)=[CH:14][CH:13]=1)=[O:10])[C:2]1[CH:7]=[CH:6][CH:5]=[CH:4][CH:3]=1.[OH-].[Li+]. The catalyst is C1COCC1.CO. The product is [CH2:1]([O:8][C:9]([NH:11][C:12]1[CH:13]=[CH:14][C:15]([C@H:18]2[CH2:23][CH2:22][C@H:21]([CH2:24][C:25]([OH:27])=[O:26])[CH2:20][CH2:19]2)=[CH:16][CH:17]=1)=[O:10])[C:2]1[CH:7]=[CH:6][CH:5]=[CH:4][CH:3]=1. The yield is 0.990. (5) The reactants are [Cl:1][C:2]1[CH:7]=[CH:6][C:5]([NH:8][C:9](=[O:14])[C:10]([CH3:13])([CH3:12])[CH3:11])=[C:4]([CH:15]([OH:22])[C:16]2[CH:17]=[N:18][CH:19]=[CH:20][CH:21]=2)[CH:3]=1. The catalyst is N1C=CC=CC=1.CCOC(C)=O.O. The product is [Cl:1][C:2]1[CH:7]=[CH:6][C:5]([NH:8][C:9](=[O:14])[C:10]([CH3:13])([CH3:12])[CH3:11])=[C:4]([C:15]([C:16]2[CH:17]=[N:18][CH:19]=[CH:20][CH:21]=2)=[O:22])[CH:3]=1. The yield is 0.700. (6) The reactants are [CH2:1]([O:8][C:9]1[CH:14]=[CH:13][N:12]([C:15]2[CH:20]=[CH:19][C:18]3[C:21]4[CH2:22][N:23](C(OC(C)(C)C)=O)[CH2:24][CH2:25][CH2:26][C:27]=4[O:28][C:17]=3[CH:16]=2)[C:11](=[O:36])[CH:10]=1)[C:2]1[CH:7]=[CH:6][CH:5]=[CH:4][CH:3]=1.Cl.C([O-])(O)=O.[Na+]. The catalyst is CO.CCOCC. The product is [CH2:1]([O:8][C:9]1[CH:14]=[CH:13][N:12]([C:15]2[CH:20]=[CH:19][C:18]3[C:21]4[CH2:22][NH:23][CH2:24][CH2:25][CH2:26][C:27]=4[O:28][C:17]=3[CH:16]=2)[C:11](=[O:36])[CH:10]=1)[C:2]1[CH:7]=[CH:6][CH:5]=[CH:4][CH:3]=1. The yield is 0.830. (7) No catalyst specified. The product is [F:1][C:2]1[CH:7]=[C:6]([F:8])[CH:5]=[CH:4][C:3]=1[N:9]1[C:13]([C:14]2[S:23][C:22]3[C:21]4[N:24]=[C:25]([CH2:28][CH2:29][CH:30]([OH:32])[CH3:31])[CH:26]=[CH:27][C:20]=4[O:19][CH2:18][CH2:17][C:16]=3[CH:15]=2)=[N:12][CH:11]=[N:10]1. The reactants are [F:1][C:2]1[CH:7]=[C:6]([F:8])[CH:5]=[CH:4][C:3]=1[N:9]1[C:13]([C:14]2[S:23][C:22]3[C:21]4[N:24]=[C:25]([C:28]#[C:29][CH:30]([OH:32])[CH3:31])[CH:26]=[CH:27][C:20]=4[O:19][CH2:18][CH2:17][C:16]=3[CH:15]=2)=[N:12][CH:11]=[N:10]1.ClC1C=CC2OCCC3C=C(C4N(C5C=CC(F)=CC=5F)N=CN=4)SC=3C=2N=1.CC(O)C#C. The yield is 0.380.